From a dataset of Full USPTO retrosynthesis dataset with 1.9M reactions from patents (1976-2016). Predict the reactants needed to synthesize the given product. (1) The reactants are: [NH:1]1[C:9]2[C:4](=[CH:5][CH:6]=[CH:7][CH:8]=2)[C:3](/[CH:10]=[CH:11]/[C:12]([NH:14][C:15]2[CH:16]=[C:17]([CH:21]=[CH:22][CH:23]=2)[C:18]([OH:20])=O)=[O:13])=[N:2]1.[CH2:24]([NH:26][CH2:27][C:28]1[CH:33]=[CH:32][N:31]=[CH:30][CH:29]=1)[CH3:25]. Given the product [CH2:24]([N:26]([CH2:27][C:28]1[CH:33]=[CH:32][N:31]=[CH:30][CH:29]=1)[C:18](=[O:20])[C:17]1[CH:21]=[CH:22][CH:23]=[C:15]([NH:14][C:12](=[O:13])/[CH:11]=[CH:10]/[C:3]2[C:4]3[C:9](=[CH:8][CH:7]=[CH:6][CH:5]=3)[NH:1][N:2]=2)[CH:16]=1)[CH3:25], predict the reactants needed to synthesize it. (2) Given the product [CH:44]([N:47]([CH:51]([CH3:53])[CH3:52])[CH2:48][CH2:49][NH:50][C:36]([NH:20][C:19]1[CH:21]=[C:22]([CH3:23])[C:16]([O:15][C:6]2[C:5]3[C:10](=[CH:11][C:12]([O:13][CH3:14])=[C:3]([O:2][CH3:1])[CH:4]=3)[N:9]=[CH:8][CH:7]=2)=[CH:17][C:18]=1[CH3:24])=[O:42])([CH3:46])[CH3:45], predict the reactants needed to synthesize it. The reactants are: [CH3:1][O:2][C:3]1[CH:4]=[C:5]2[C:10](=[CH:11][C:12]=1[O:13][CH3:14])[N:9]=[CH:8][CH:7]=[C:6]2[O:15][C:16]1[C:22]([CH3:23])=[CH:21][C:19]([NH2:20])=[C:18]([CH3:24])[CH:17]=1.C(N(CC)CC)C.ClC(Cl)(O[C:36](=[O:42])OC(Cl)(Cl)Cl)Cl.[CH:44]([N:47]([CH:51]([CH3:53])[CH3:52])[CH2:48][CH2:49][NH2:50])([CH3:46])[CH3:45]. (3) Given the product [NH2:1][C:2]([C:4]1[CH:5]=[N:6][C:7]2[C:12]([C:13]=1[NH:14][C:15]1[CH:16]=[C:17]([CH:23]=[CH:24][CH:25]=1)[C:18]([O:20][CH2:21][CH3:22])=[O:19])=[CH:11][CH:10]=[C:9]([C:33]1[C:28]([CH3:27])=[N:29][CH:30]=[CH:31][CH:32]=1)[CH:8]=2)=[O:3], predict the reactants needed to synthesize it. The reactants are: [NH2:1][C:2]([C:4]1[CH:5]=[N:6][C:7]2[C:12]([C:13]=1[NH:14][C:15]1[CH:16]=[C:17]([CH:23]=[CH:24][CH:25]=1)[C:18]([O:20][CH2:21][CH3:22])=[O:19])=[CH:11][CH:10]=[C:9](Cl)[CH:8]=2)=[O:3].[CH3:27][C:28]1[C:33](B(O)O)=[CH:32][CH:31]=[CH:30][N:29]=1.C(=O)([O-])[O-].[K+].[K+].